From a dataset of Catalyst prediction with 721,799 reactions and 888 catalyst types from USPTO. Predict which catalyst facilitates the given reaction. (1) Reactant: C([O:3][C:4]([C:6]1[N:7]([C:27]2[CH:32]=[CH:31][C:30]([O:33][CH:34]([CH3:36])[CH3:35])=[CH:29][CH:28]=2)[C:8]2[C:13]([C:14]=1[Cl:15])=[CH:12][C:11]([O:16][C:17]1[CH:22]=[CH:21][C:20]([C:23]([F:26])([F:25])[F:24])=[CH:19][CH:18]=1)=[CH:10][CH:9]=2)=[O:5])C.[OH-].[Na+].O1CCOCC1.Cl. Product: [Cl:15][C:14]1[C:13]2[C:8](=[CH:9][CH:10]=[C:11]([O:16][C:17]3[CH:22]=[CH:21][C:20]([C:23]([F:26])([F:24])[F:25])=[CH:19][CH:18]=3)[CH:12]=2)[N:7]([C:27]2[CH:32]=[CH:31][C:30]([O:33][CH:34]([CH3:35])[CH3:36])=[CH:29][CH:28]=2)[C:6]=1[C:4]([OH:5])=[O:3]. The catalyst class is: 170. (2) Reactant: C(O)C(O)C.[Na].[CH3:7][C@H:8]([C:21]([OH:23])=[O:22])[C:9]1[CH:10]=[CH:11][C:12]2[CH:13]=[C:14]([O:19][CH3:20])[CH:15]=[CH:16][C:17]=2[CH:18]=1.[O-]CC.[Na+:27].C(O)C. Product: [CH3:7][C@H:8]([C:21]([O-:23])=[O:22])[C:9]1[CH:10]=[CH:11][C:12]2[CH:13]=[C:14]([O:19][CH3:20])[CH:15]=[CH:16][C:17]=2[CH:18]=1.[Na+:27]. The catalyst class is: 27. (3) Reactant: [CH3:1][C:2]1[CH:7]=[C:6]([C:8]2[S:9][C:10]3[C:15]([N:16]=2)=[CH:14][CH:13]=[C:12]([C:17]2([C:20]4[CH:25]=[CH:24][CH:23]=[CH:22][CH:21]=4)[CH2:19][CH2:18]2)[N:11]=3)[CH:5]=[C:4]([CH3:26])[C:3]=1[OH:27].[F-].[Cs+].[CH2:30]1[O:32][C@@H:31]1[CH2:33][OH:34]. Product: [CH3:26][C:4]1[CH:5]=[C:6]([C:8]2[S:9][C:10]3[C:15]([N:16]=2)=[CH:14][CH:13]=[C:12]([C:17]2([C:20]4[CH:21]=[CH:22][CH:23]=[CH:24][CH:25]=4)[CH2:18][CH2:19]2)[N:11]=3)[CH:7]=[C:2]([CH3:1])[C:3]=1[O:27][CH2:30][C@H:31]([OH:32])[CH2:33][OH:34]. The catalyst class is: 3. (4) Reactant: C([O:3][C:4](=[O:34])[C:5]([O:8][CH2:9][C:10]1[C:11]([CH3:33])=[N:12][C:13]([C:23]2[CH:28]=[CH:27][C:26]([C:29]([F:32])([F:31])[F:30])=[CH:25][CH:24]=2)=[C:14]([C:16]2[CH:21]=[CH:20][C:19]([Cl:22])=[CH:18][CH:17]=2)[CH:15]=1)([CH3:7])[CH3:6])C.[Li+].[OH-].Cl. Product: [Cl:22][C:19]1[CH:18]=[CH:17][C:16]([C:14]2[CH:15]=[C:10]([CH2:9][O:8][C:5]([CH3:7])([CH3:6])[C:4]([OH:34])=[O:3])[C:11]([CH3:33])=[N:12][C:13]=2[C:23]2[CH:24]=[CH:25][C:26]([C:29]([F:32])([F:31])[F:30])=[CH:27][CH:28]=2)=[CH:21][CH:20]=1. The catalyst class is: 20.